From a dataset of Full USPTO retrosynthesis dataset with 1.9M reactions from patents (1976-2016). Predict the reactants needed to synthesize the given product. (1) Given the product [Cl:19][C:20]1[CH:21]=[C:22]([CH:43]=[CH:44][C:45]=1[F:12])[NH:23][C:24]1[C:33]2[C:28](=[CH:29][C:30]([O:41][CH2:10][CH2:9][O:8][CH3:7])=[CH:31][C:32]=2[O:34][CH:35]2[CH2:40][CH2:39][O:38][CH2:37][CH2:36]2)[N:27]=[CH:26][N:25]=1, predict the reactants needed to synthesize it. The reactants are: C(=O)([O-])[O-].[K+].[K+].[CH3:7][O:8][CH2:9][CH2:10]Br.[F:12]C(F)(F)C(O)=O.[Cl:19][C:20]1[CH:21]=[C:22]([CH:43]=[CH:44][CH:45]=1)[N:23](F)[C:24]1[C:33]2[C:28](=[CH:29][C:30]([OH:41])=[CH:31][C:32]=2[O:34][CH:35]2[CH2:40][CH2:39][O:38][CH2:37][CH2:36]2)[N:27]=[CH:26][N:25]=1. (2) Given the product [Br:1][C:2]1[CH:3]=[C:4]2[N:10]=[C:9]([CH2:11][NH:14][C:20](=[O:22])[O:19][C:16]([CH3:18])([CH3:17])[CH3:15])[S:8][C:5]2=[N:6][CH:7]=1, predict the reactants needed to synthesize it. The reactants are: [Br:1][C:2]1[CH:3]=[C:4]2[N:10]=[C:9]([CH2:11]Br)[S:8][C:5]2=[N:6][CH:7]=1.[OH-].[NH4+:14].[CH3:15][C:16]([O:19][C:20]([O:22]C(OC(C)(C)C)=O)=O)([CH3:18])[CH3:17]. (3) The reactants are: [C:1]([C:3]1[CH:4]=[CH:5][C:6]([NH2:13])=[C:7]([S:9]([NH2:12])(=[O:11])=[O:10])[CH:8]=1)#[N:2].[CH:14]1([CH:20]=O)[CH2:19][CH2:18][CH2:17][CH2:16][CH2:15]1. Given the product [CH:14]1([CH:20]2[NH:13][C:6]3[CH:5]=[CH:4][C:3]([C:1]#[N:2])=[CH:8][C:7]=3[S:9](=[O:10])(=[O:11])[NH:12]2)[CH2:19][CH2:18][CH2:17][CH2:16][CH2:15]1, predict the reactants needed to synthesize it.